Dataset: Reaction yield outcomes from USPTO patents with 853,638 reactions. Task: Predict the reaction yield, written as a fraction of the theoretical maximum amount of product (1.0 means a 100% yield; for example, 0.34 means a 34% yield). (1) The reactants are [C:1]1([CH3:31])[CH:6]=[CH:5][CH:4]=[C:3]([C:7]2[C:20](=[O:21])[C:10]3([CH2:19][CH2:18][C:13]4(OCC[O:14]4)[CH2:12][CH2:11]3)[O:9][C:8]=2[C:22]2[CH:23]=[CH:24][C:25]3[N:26]([N:28]=[CH:29][N:30]=3)[CH:27]=2)[CH:2]=1.Cl.O1CCCC1. The catalyst is O. The product is [N:30]1[CH:29]=[N:28][N:26]2[CH:27]=[C:22]([C:8]3[O:9][C:10]4([CH2:19][CH2:18][C:13](=[O:14])[CH2:12][CH2:11]4)[C:20](=[O:21])[C:7]=3[C:3]3[CH:2]=[C:1]([CH3:31])[CH:6]=[CH:5][CH:4]=3)[CH:23]=[CH:24][C:25]=12. The yield is 0.800. (2) The reactants are [N:1]1([CH2:7][CH2:8][NH2:9])[CH2:6][CH2:5][CH2:4][CH2:3][CH2:2]1.Cl[C:11]1[N:12]=[N+:13]([O-:24])[C:14]2[CH:23]=[C:22]3[C:18]([CH2:19][CH2:20][CH2:21]3)=[CH:17][C:15]=2[N:16]=1. The catalyst is COCCOC. The product is [N:1]1([CH2:7][CH2:8][NH:9][C:11]2[N:12]=[N+:13]([O-:24])[C:14]3[CH:23]=[C:22]4[C:18]([CH2:19][CH2:20][CH2:21]4)=[CH:17][C:15]=3[N:16]=2)[CH2:6][CH2:5][CH2:4][CH2:3][CH2:2]1. The yield is 0.950. (3) The reactants are [Cl:1][C:2]1[C:3]([CH:22]([S:31]([C:34]2[CH:39]=[CH:38][C:37]([Cl:40])=[CH:36][CH:35]=2)(=[O:33])=[O:32])[C:23]2[CH:28]=[C:27]([F:29])[CH:26]=[CH:25][C:24]=2[F:30])=[CH:4][C:5]([NH:8][CH:9]2[CH2:14][CH2:13][N:12](C(OC(C)(C)C)=O)[CH2:11][CH2:10]2)=[N:6][CH:7]=1.[ClH:41].CO. The catalyst is C(Cl)(Cl)Cl. The product is [ClH:1].[ClH:41].[Cl:1][C:2]1[C:3]([CH:22]([S:31]([C:34]2[CH:35]=[CH:36][C:37]([Cl:40])=[CH:38][CH:39]=2)(=[O:32])=[O:33])[C:23]2[CH:28]=[C:27]([F:29])[CH:26]=[CH:25][C:24]=2[F:30])=[CH:4][C:5]([NH:8][CH:9]2[CH2:14][CH2:13][NH:12][CH2:11][CH2:10]2)=[N:6][CH:7]=1. The yield is 0.840. (4) The reactants are [Cl:1][C:2]1[CH:7]=[CH:6][C:5]([C@@H:8]2[CH2:12][NH:11][C:10](=[O:13])[CH2:9]2)=[C:4]([N+:14]([O-])=O)[CH:3]=1.Cl[Sn]Cl. The catalyst is C(OCC)C.Cl. The product is [ClH:1].[NH2:14][C:4]1[CH:3]=[C:2]([Cl:1])[CH:7]=[CH:6][C:5]=1[C@@H:8]1[CH2:12][NH:11][C:10](=[O:13])[CH2:9]1. The yield is 0.900.